This data is from Full USPTO retrosynthesis dataset with 1.9M reactions from patents (1976-2016). The task is: Predict the reactants needed to synthesize the given product. (1) The reactants are: [CH2:1]([C:3]1[CH:4]=[N:5][CH:6]=[C:7]([CH2:11][CH3:12])[C:8]=1[CH2:9]O)[CH3:2].[Br:13]P(Br)Br. Given the product [Br:13][CH2:9][C:8]1[C:3]([CH2:1][CH3:2])=[CH:4][N:5]=[CH:6][C:7]=1[CH2:11][CH3:12], predict the reactants needed to synthesize it. (2) The reactants are: [CH2:1]([O:3][C:4]([N:6]1[C:15]2[C:10](=[CH:11][C:12]([C:16]([F:19])([F:18])[F:17])=[CH:13][CH:14]=2)[C@@H:9]([C@@H:20]([C:24]2[CH:29]=[C:28]([C:30]([F:33])([F:32])[F:31])[CH:27]=[C:26]([C:34]([F:37])([F:36])[F:35])[CH:25]=2)[C:21](=O)[NH2:22])[CH2:8][C@H:7]1[CH2:38][CH3:39])=[O:5])[CH3:2].O.C(=O)([O-])[O-].[Na+].[Na+]. Given the product [CH2:1]([O:3][C:4]([N:6]1[C:15]2[C:10](=[CH:11][C:12]([C:16]([F:17])([F:18])[F:19])=[CH:13][CH:14]=2)[C@@H:9]([C@@H:20]([C:24]2[CH:25]=[C:26]([C:34]([F:35])([F:36])[F:37])[CH:27]=[C:28]([C:30]([F:32])([F:31])[F:33])[CH:29]=2)[CH2:21][NH2:22])[CH2:8][C@H:7]1[CH2:38][CH3:39])=[O:5])[CH3:2], predict the reactants needed to synthesize it. (3) Given the product [F:1][C:2]1[CH:7]=[CH:6][CH:5]=[CH:4][C:3]=1[C:8]1[C:16]2[O:15][CH:14]([CH2:17][NH:32][CH3:31])[CH2:13][C:12]=2[CH:11]=[C:10]([O:29][CH3:30])[CH:9]=1, predict the reactants needed to synthesize it. The reactants are: [F:1][C:2]1[CH:7]=[CH:6][CH:5]=[CH:4][C:3]=1[C:8]1[C:16]2[O:15][CH:14]([CH2:17]OS(C3C=CC(C)=CC=3)(=O)=O)[CH2:13][C:12]=2[CH:11]=[C:10]([O:29][CH3:30])[CH:9]=1.[CH3:31][NH2:32].